This data is from Catalyst prediction with 721,799 reactions and 888 catalyst types from USPTO. The task is: Predict which catalyst facilitates the given reaction. (1) Reactant: [OH-].[Na+].[F:3][C:4]1[CH:5]=[C:6]([CH:11]([F:16])[C:12]([O:14]C)=[O:13])[CH:7]=[C:8]([F:10])[CH:9]=1. Product: [F:3][C:4]1[CH:5]=[C:6]([CH:11]([F:16])[C:12]([OH:14])=[O:13])[CH:7]=[C:8]([F:10])[CH:9]=1. The catalyst class is: 5. (2) The catalyst class is: 52. Product: [OH:8][C:9]1[C:10]([C:26]([O:28][CH2:29][CH3:30])=[O:27])=[N:11][N:12]2[CH:17]([C:18]3[S:19][CH:20]=[C:21]([CH3:23])[N:22]=3)[CH2:16][N:15]([CH3:24])[C:14](=[O:25])[C:13]=12. Reactant: C([O:8][C:9]1[C:10]([C:26]([O:28][CH2:29][CH3:30])=[O:27])=[N:11][N:12]2[CH:17]([C:18]3[S:19][CH:20]=[C:21]([CH3:23])[N:22]=3)[CH2:16][N:15]([CH3:24])[C:14](=[O:25])[C:13]=12)C1C=CC=CC=1.